From a dataset of Forward reaction prediction with 1.9M reactions from USPTO patents (1976-2016). Predict the product of the given reaction. (1) Given the reactants [Cl:1][C:2]1[CH:7]=[CH:6][C:5]([C:8]2([CH2:11][NH:12][C:13]([C:15]3[CH:20]=[CH:19][C:18]([S:21](Cl)(=[O:23])=[O:22])=[C:17]([F:25])[CH:16]=3)=[O:14])[CH2:10][CH2:9]2)=[CH:4][CH:3]=1.C(#N)C.[S:29]1[C:33]([NH2:34])=[N:32][CH:31]=[N:30]1.[OH-].[Na+].O1CCOCC1.O, predict the reaction product. The product is: [Cl:1][C:2]1[CH:7]=[CH:6][C:5]([C:8]2([CH2:11][NH:12][C:13](=[O:14])[C:15]3[CH:20]=[CH:19][C:18]([S:21]([NH:34][C:33]4[S:29][N:30]=[CH:31][N:32]=4)(=[O:23])=[O:22])=[C:17]([F:25])[CH:16]=3)[CH2:10][CH2:9]2)=[CH:4][CH:3]=1. (2) Given the reactants [C:1]([NH:8][CH2:9][C:10]1[CH:15]=[CH:14][C:13]([CH2:16][C:17]([O:19][CH3:20])=[O:18])=[CH:12][CH:11]=1)([O:3][C:4]([CH3:7])([CH3:6])[CH3:5])=[O:2].C[Si]([N-][Si](C)(C)C)(C)C.[K+].C(C1C=C(C(C)C)C=C(C(C)C)C=1S([N:49]=[N+:50]=[N-:51])(=O)=O)(C)C.C(O)(=O)C, predict the reaction product. The product is: [CH3:20][O:19][C:17](=[O:18])[CH:16]([C:13]1[CH:12]=[CH:11][C:10]([CH2:9][NH:8][C:1]([O:3][C:4]([CH3:6])([CH3:5])[CH3:7])=[O:2])=[CH:15][CH:14]=1)[N:49]=[N+:50]=[N-:51]. (3) Given the reactants Cl[C:2]1[C:3]([C:9]#[N:10])=[N:4][C:5]([Cl:8])=[CH:6][N:7]=1.[C:11]1([CH:18]=[CH:17][C:15]([OH:16])=[CH:14][CH:13]=1)[OH:12].C(=O)([O-])[O-].[K+].[K+].Cl, predict the reaction product. The product is: [Cl:8][C:5]1[N:4]=[C:3]([C:9]#[N:10])[C:2]([O:12][C:11]2[CH:18]=[CH:17][C:15]([OH:16])=[CH:14][CH:13]=2)=[N:7][CH:6]=1. (4) Given the reactants [CH3:1][O:2][C:3]([CH:5]1[C:9](=O)[CH2:8][S:7][CH2:6]1)=[O:4].[NH2:11]O.N, predict the reaction product. The product is: [NH2:11][C:9]1[C:5]([C:3]([O:2][CH3:1])=[O:4])=[CH:6][S:7][CH:8]=1. (5) The product is: [N:13]1([CH2:12][C:9]2[CH:8]=[CH:7][C:6]([O:5][CH2:4][CH2:3][CH2:2][N:19]3[CH2:24][CH2:23][CH2:22][CH2:21][CH2:20]3)=[CH:11][N:10]=2)[CH2:18][CH2:17][CH2:16][CH2:15][CH2:14]1. Given the reactants Cl[CH2:2][CH2:3][CH2:4][O:5][C:6]1[CH:7]=[CH:8][C:9]([CH2:12][N:13]2[CH2:18][CH2:17][CH2:16][CH2:15][CH2:14]2)=[N:10][CH:11]=1.[N:19]1(CC2N=CC(O)=CC=2)[CH2:24][CH2:23][CH2:22][CH2:21][CH2:20]1.BrCCCCl.C([O-])([O-])=O.[K+].[K+], predict the reaction product. (6) Given the reactants [C:1]([O:5][C:6](=[O:18])[NH:7][CH:8]([C:10]1[CH:15]=[CH:14][C:13]([NH2:16])=[C:12](I)[CH:11]=1)[CH3:9])([CH3:4])([CH3:3])[CH3:2].[C:19]1([C:25]#[CH:26])[CH:24]=[CH:23][CH:22]=[CH:21][CH:20]=1, predict the reaction product. The product is: [C:1]([O:5][C:6](=[O:18])[NH:7][CH:8]([C:10]1[CH:15]=[CH:14][C:13]([NH2:16])=[C:12]([C:26]#[C:25][C:19]2[CH:24]=[CH:23][CH:22]=[CH:21][CH:20]=2)[CH:11]=1)[CH3:9])([CH3:4])([CH3:3])[CH3:2]. (7) Given the reactants [C:1]([O:5][C:6]([NH:8][CH2:9][C@@H:10]([C:35](O)=[O:36])[N:11]([C:16]([C:18]1[C:19]([NH:28][CH2:29][C:30]2[O:31][CH:32]=[CH:33][CH:34]=2)=[N:20][C:21]([C:24]([CH3:27])([CH3:26])[CH3:25])=[N:22][CH:23]=1)=[O:17])[CH2:12][CH:13]([CH3:15])[CH3:14])=[O:7])([CH3:4])([CH3:3])[CH3:2].[N:38]1(O)C2C=CC=CC=2N=N1.C(N(CC)CC)C.CCN=C=NCCCN(C)C.Cl, predict the reaction product. The product is: [NH2:38][C:35](=[O:36])[C@@H:10]([N:11]([C:16]([C:18]1[C:19]([NH:28][CH2:29][C:30]2[O:31][CH:32]=[CH:33][CH:34]=2)=[N:20][C:21]([C:24]([CH3:26])([CH3:27])[CH3:25])=[N:22][CH:23]=1)=[O:17])[CH2:12][CH:13]([CH3:14])[CH3:15])[CH2:9][NH:8][C:6](=[O:7])[O:5][C:1]([CH3:3])([CH3:2])[CH3:4]. (8) Given the reactants [CH2:1]1[CH2:6][CH2:5][C:4]([CH2:11][NH2:12])([CH2:7][C:8]([OH:10])=[O:9])[CH2:3][CH2:2]1.Cl.C(N(CCCC)CCCC)CCC.C1N=CNC=1CC(O)=O, predict the reaction product. The product is: [CH2:1]1[CH2:2][CH2:3][C:4]([CH2:11][NH2:12])([CH2:7][C:8]([OH:10])=[O:9])[CH2:5][CH2:6]1.